This data is from Full USPTO retrosynthesis dataset with 1.9M reactions from patents (1976-2016). The task is: Predict the reactants needed to synthesize the given product. (1) Given the product [C:2]1([N:12]2[CH2:17][CH2:16][CH:15]([CH2:18][OH:19])[CH2:14][CH2:13]2)[C:11]2[C:6](=[CH:7][CH:8]=[CH:9][CH:10]=2)[CH:5]=[CH:4][N:3]=1, predict the reactants needed to synthesize it. The reactants are: Cl[C:2]1[C:11]2[C:6](=[CH:7][CH:8]=[CH:9][CH:10]=2)[CH:5]=[CH:4][N:3]=1.[NH:12]1[CH2:17][CH2:16][CH:15]([CH2:18][OH:19])[CH2:14][CH2:13]1.CC(C)([O-])C.[Na+].C1C=CC(P(C2C(C3C(P(C4C=CC=CC=4)C4C=CC=CC=4)=CC=C4C=3C=CC=C4)=C3C(C=CC=C3)=CC=2)C2C=CC=CC=2)=CC=1. (2) Given the product [OH:8][C:9]1[C:29]([O:30][CH3:31])=[CH:28][C:12]2[C:13]3[N:18]([CH:19]([CH3:21])[CH2:20][C:11]=2[CH:10]=1)[CH:17]=[C:16]([C:22]([O:24][CH2:25][CH3:26])=[O:23])[C:15](=[O:27])[CH:14]=3, predict the reactants needed to synthesize it. The reactants are: C([O:8][C:9]1[C:29]([O:30][CH3:31])=[CH:28][C:12]2[C:13]3[N:18]([CH:19]([CH3:21])[CH2:20][C:11]=2[CH:10]=1)[CH:17]=[C:16]([C:22]([O:24][CH2:25][CH3:26])=[O:23])[C:15](=[O:27])[CH:14]=3)C1C=CC=CC=1. (3) Given the product [CH3:1][C:2]1[C:3]([C:8]([OH:10])([C:11]#[CH:12])[CH3:9])=[N:4][CH:5]=[CH:6][CH:7]=1, predict the reactants needed to synthesize it. The reactants are: [CH3:1][C:2]1[C:3]([C:8](=[O:10])[CH3:9])=[N:4][CH:5]=[CH:6][CH:7]=1.[C:11]([Mg]Br)#[CH:12].